This data is from Catalyst prediction with 721,799 reactions and 888 catalyst types from USPTO. The task is: Predict which catalyst facilitates the given reaction. Reactant: [N:1]1[C:2]([CH:10]=O)=[CH:3][N:4]2[CH:9]=[CH:8][CH:7]=[CH:6][C:5]=12.[NH2:12][C:13]1[CH:18]=[CH:17][N:16]=[C:15]([O:19][CH3:20])[CH:14]=1. Product: [N:1]1[C:2]([CH:10]=[N:12][C:13]2[CH:18]=[CH:17][N:16]=[C:15]([O:19][CH3:20])[CH:14]=2)=[CH:3][N:4]2[CH:9]=[CH:8][CH:7]=[CH:6][C:5]=12. The catalyst class is: 504.